Task: Predict the reactants needed to synthesize the given product.. Dataset: Full USPTO retrosynthesis dataset with 1.9M reactions from patents (1976-2016) (1) Given the product [CH3:19][CH:18]([N:1]1[C:5]([C:6]([O:8][CH2:9][CH3:10])=[O:7])=[CH:4][CH:3]=[N:2]1)[CH3:20], predict the reactants needed to synthesize it. The reactants are: [NH:1]1[C:5]([C:6]([O:8][CH2:9][CH3:10])=[O:7])=[CH:4][CH:3]=[N:2]1.C(=O)([O-])[O-].[Cs+].[Cs+].I[CH:18]([CH3:20])[CH3:19]. (2) Given the product [CH3:18][N:19]1[C:6]2[CH2:7][CH:8]([C:12]([O:14][CH2:15][CH3:16])=[O:13])[CH2:9][C:10](=[O:11])[C:5]=2[N:4]=[C:1]1[CH3:2], predict the reactants needed to synthesize it. The reactants are: [C:1]([NH:4][C:5]1[C:10](=[O:11])[CH2:9][CH:8]([C:12]([O:14][CH2:15][CH3:16])=[O:13])[CH2:7][C:6]=1O)(=O)[CH3:2].[CH3:18][NH2:19].C(O)(=O)C. (3) Given the product [Cl:24][C:20]1[C:19]([F:25])=[C:18]([C@@H:17]2[C@:16]([C:28]3[CH:33]=[CH:32][C:31]([Cl:34])=[CH:30][C:29]=3[F:35])([C:26]#[N:27])[C@H:15]([CH2:36][C:37]([CH3:39])([CH3:38])[CH3:40])[N:14]([CH2:44][CH2:45][CH3:46])[C@H:13]2[C:11]([NH:10][C:7]2[CH:8]=[CH:9][C:4]([C:3]([OH:2])=[O:43])=[C:5]([O:41][CH3:42])[CH:6]=2)=[O:12])[CH:23]=[CH:22][CH:21]=1, predict the reactants needed to synthesize it. The reactants are: C[O:2][C:3](=[O:43])[C:4]1[CH:9]=[CH:8][C:7]([NH:10][C:11]([C@H:13]2[C@H:17]([C:18]3[CH:23]=[CH:22][CH:21]=[C:20]([Cl:24])[C:19]=3[F:25])[C@:16]([C:28]3[CH:33]=[CH:32][C:31]([Cl:34])=[CH:30][C:29]=3[F:35])([C:26]#[N:27])[C@H:15]([CH2:36][C:37]([CH3:40])([CH3:39])[CH3:38])[NH:14]2)=[O:12])=[CH:6][C:5]=1[O:41][CH3:42].[CH:44](=O)[CH2:45][CH3:46].C(O[BH-](OC(=O)C)OC(=O)C)(=O)C.[Na+].[Li+].[OH-].